From a dataset of Peptide-MHC class I binding affinity with 185,985 pairs from IEDB/IMGT. Regression. Given a peptide amino acid sequence and an MHC pseudo amino acid sequence, predict their binding affinity value. This is MHC class I binding data. (1) The peptide sequence is QNSRGDKQR. The MHC is HLA-A33:01 with pseudo-sequence HLA-A33:01. The binding affinity (normalized) is 0.113. (2) The peptide sequence is FHEFLSSKL. The MHC is HLA-B27:05 with pseudo-sequence HLA-B27:05. The binding affinity (normalized) is 0.0847. (3) The peptide sequence is QTGGFFRPW. The MHC is Mamu-B52 with pseudo-sequence Mamu-B52. The binding affinity (normalized) is 0.828. (4) The peptide sequence is STTTCEAGV. The binding affinity (normalized) is 0.0847. The MHC is HLA-B57:01 with pseudo-sequence HLA-B57:01. (5) The peptide sequence is MMMNWSPTT. The MHC is HLA-A68:02 with pseudo-sequence HLA-A68:02. The binding affinity (normalized) is 0.0951. (6) The binding affinity (normalized) is 0.142. The MHC is HLA-A68:02 with pseudo-sequence HLA-A68:02. The peptide sequence is INISGYNFSL.